This data is from Reaction yield outcomes from USPTO patents with 853,638 reactions. The task is: Predict the reaction yield, written as a fraction of the theoretical maximum amount of product (1.0 means a 100% yield; for example, 0.34 means a 34% yield). (1) The reactants are [Cl:1][C:2]1[S:3][C:4]([Cl:10])=[CH:5][C:6]=1[C:7](O)=[O:8].CN1CCOCC1.ClC(OCC(C)C)=O.C(N(CC)CC)C.[C:33]([O:37][C:38](=[O:50])[CH2:39][CH2:40][C:41]1[CH:46]=[CH:45][C:44]([OH:47])=[CH:43][C:42]=1[CH2:48][NH2:49])([CH3:36])([CH3:35])[CH3:34]. The catalyst is C1COCC1.CN(C=O)C. The product is [C:33]([O:37][C:38](=[O:50])[CH2:39][CH2:40][C:41]1[CH:46]=[CH:45][C:44]([OH:47])=[CH:43][C:42]=1[CH2:48][NH:49][C:7]([C:6]1[CH:5]=[C:4]([Cl:10])[S:3][C:2]=1[Cl:1])=[O:8])([CH3:36])([CH3:34])[CH3:35]. The yield is 0.796. (2) The reactants are Cl[C:2]1[CH:13]=[C:12]([F:14])[C:5]2[C:6](=[O:11])[NH:7][CH2:8][CH2:9][O:10][C:4]=2[CH:3]=1.[CH:15]1(B(O)O)[CH2:17][CH2:16]1.C1(P(C2CCCCC2)C2CCCCC2)CCCCC1.[H+].[B-](F)(F)(F)F.[O-]P([O-])([O-])=O.[K+].[K+].[K+]. The catalyst is C1(C)C=CC=CC=1.O.CC([O-])=O.CC([O-])=O.[Pd+2]. The product is [CH:15]1([C:2]2[CH:13]=[C:12]([F:14])[C:5]3[C:6](=[O:11])[NH:7][CH2:8][CH2:9][O:10][C:4]=3[CH:3]=2)[CH2:17][CH2:16]1. The yield is 0.870. (3) The reactants are [C:1]([N:4]1[C:12]2[C:7](=[CH:8][C:9]([NH2:13])=[CH:10][CH:11]=2)[CH2:6][CH2:5]1)(=O)[CH3:2].[H-].[H-].[H-].[H-].[Li+].[Al+3]. The catalyst is C1COCC1. The product is [CH2:1]([N:4]1[C:12]2[C:7](=[CH:8][C:9]([NH2:13])=[CH:10][CH:11]=2)[CH2:6][CH2:5]1)[CH3:2]. The yield is 0.670. (4) The reactants are [CH3:1][N:2]1[CH:6]=[CH:5][CH:4]=[C:3]1[CH2:7][NH2:8].[C:9]([C:13]1[CH:22]=[CH:21][C:16]([CH2:17][N:18]=[C:19]=[S:20])=[CH:15][CH:14]=1)([CH3:12])([CH3:11])[CH3:10]. The catalyst is C(OCC)(=O)C. The product is [C:9]([C:13]1[CH:22]=[CH:21][C:16]([CH2:17][NH:18][C:19]([NH:8][CH2:7][C:3]2[N:2]([CH3:1])[CH:6]=[CH:5][CH:4]=2)=[S:20])=[CH:15][CH:14]=1)([CH3:12])([CH3:10])[CH3:11]. The yield is 0.750. (5) The reactants are [CH2:1]([O:3][C:4]([C:6]1[N:7]([C:19]2[CH:24]=[CH:23][C:22]([O:25][CH:26]([CH3:28])[CH3:27])=[CH:21][CH:20]=2)[C:8]2[C:13]([CH:14]=1)=[CH:12][C:11]([O:15][C:16](=[O:18])[CH3:17])=[CH:10][CH:9]=2)=[O:5])[CH3:2].C(=O)=O.C([O-])(O)=O.[Na+].C(Cl)[Cl:38]. No catalyst specified. The product is [CH2:1]([O:3][C:4]([C:6]1[N:7]([C:19]2[CH:20]=[CH:21][C:22]([O:25][CH:26]([CH3:27])[CH3:28])=[CH:23][CH:24]=2)[C:8]2[C:13]([C:14]=1[Cl:38])=[CH:12][C:11]([O:15][C:16](=[O:18])[CH3:17])=[CH:10][CH:9]=2)=[O:5])[CH3:2]. The yield is 0.820. (6) The reactants are [Br:1][C:2]1[N:6]2[C:7](=[O:13])[CH:8]=[C:9]([CH2:11]Cl)[N:10]=[C:5]2[S:4][C:3]=1[CH3:14].[CH:15]1([C:18]2[CH:22]=[C:21]([C:23]([F:26])([F:25])[F:24])[NH:20][N:19]=2)[CH2:17][CH2:16]1.C(=O)([O-])[O-].[Cs+].[Cs+].[I-].[K+]. The catalyst is CC#N. The product is [Br:1][C:2]1[N:6]2[C:7](=[O:13])[CH:8]=[C:9]([CH2:11][N:20]3[C:21]([C:23]([F:24])([F:25])[F:26])=[CH:22][C:18]([CH:15]4[CH2:16][CH2:17]4)=[N:19]3)[N:10]=[C:5]2[S:4][C:3]=1[CH3:14].[Br:1][C:2]1[N:6]2[C:7](=[O:13])[CH:8]=[C:9]([CH2:11][N:19]3[C:18]([CH:15]4[CH2:16][CH2:17]4)=[CH:22][C:21]([C:23]([F:24])([F:25])[F:26])=[N:20]3)[N:10]=[C:5]2[S:4][C:3]=1[CH3:14]. The yield is 0.0300.